From a dataset of Forward reaction prediction with 1.9M reactions from USPTO patents (1976-2016). Predict the product of the given reaction. (1) Given the reactants [C:1]([C:5]1[CH:6]=[C:7]([CH:11]=[C:12]([C:14]([O:16][CH3:17])=[O:15])[CH:13]=1)[C:8](O)=[O:9])([CH3:4])([CH3:3])[CH3:2].B, predict the reaction product. The product is: [C:1]([C:5]1[CH:13]=[C:12]([CH:11]=[C:7]([CH2:8][OH:9])[CH:6]=1)[C:14]([O:16][CH3:17])=[O:15])([CH3:4])([CH3:2])[CH3:3]. (2) The product is: [C:9]1([C@@H:7]([OH:6])[CH3:8])[CH:14]=[CH:13][CH:12]=[CH:11][CH:10]=1. Given the reactants O=C(C)CC([O:6][CH:7]([C:9]1[CH:14]=[CH:13][CH:12]=[CH:11][CH:10]=1)[CH3:8])=O, predict the reaction product. (3) The product is: [CH:31]1([C:29]2[N:30]=[C:24]([CH:10]3[CH2:11][CH:12]([C:14]4[CH:15]=[CH:16][C:17]([C:20]([F:21])([F:22])[F:23])=[CH:18][CH:19]=4)[CH2:13][N:8]([C:6]([NH:5][CH2:4][CH2:3][O:2][CH3:1])=[O:7])[CH2:9]3)[O:26][N:28]=2)[CH2:33][CH2:32]1. Given the reactants [CH3:1][O:2][CH2:3][CH2:4][NH:5][C:6]([N:8]1[CH2:13][CH:12]([C:14]2[CH:19]=[CH:18][C:17]([C:20]([F:23])([F:22])[F:21])=[CH:16][CH:15]=2)[CH2:11][CH:10]([C:24]([OH:26])=O)[CH2:9]1)=[O:7].O[N:28]=[C:29]([CH:31]1[CH2:33][CH2:32]1)[NH2:30], predict the reaction product. (4) Given the reactants CC([CH:5]([C:9]1[CH:14]=[CH:13][CH:12]=[CH:11][C:10]=1[NH:15][C:16](=[O:31])[CH2:17][O:18][C:19]1[CH:24]=[CH:23][C:22]([C:25]2[CH:30]=[CH:29][CH:28]=[CH:27][CH:26]=2)=[CH:21][CH:20]=1)[C:6]([O-:8])=[O:7])(C)C.C(O)(C(F)(F)F)=O, predict the reaction product. The product is: [C:22]1([C:25]2[CH:30]=[CH:29][CH:28]=[CH:27][CH:26]=2)[CH:21]=[CH:20][C:19]([O:18][CH2:17][C:16]([NH:15][C:10]2[CH:11]=[CH:12][CH:13]=[CH:14][C:9]=2[CH2:5][C:6]([OH:8])=[O:7])=[O:31])=[CH:24][CH:23]=1. (5) Given the reactants [CH3:1][C:2]1[CH:7]=[CH:6][CH:5]=[CH:4][C:3]=1[NH:8][C:9]1[N:14]2[N:15]=[CH:16][C:17]([C:18](O)=[O:19])=[C:13]2[N:12]=[CH:11][C:10]=1[C:21]([N:23]1[CH2:28][CH2:27][CH:26]([C:29]2[CH:34]=[CH:33][CH:32]=[CH:31][CH:30]=2)[CH2:25][CH2:24]1)=[O:22].[CH2:35]([S:37]([NH2:40])(=[O:39])=[O:38])[CH3:36], predict the reaction product. The product is: [CH3:1][C:2]1[CH:7]=[CH:6][CH:5]=[CH:4][C:3]=1[NH:8][C:9]1[N:14]2[N:15]=[CH:16][C:17]([C:18]([NH:40][S:37]([CH2:35][CH3:36])(=[O:39])=[O:38])=[O:19])=[C:13]2[N:12]=[CH:11][C:10]=1[C:21]([N:23]1[CH2:24][CH2:25][CH:26]([C:29]2[CH:34]=[CH:33][CH:32]=[CH:31][CH:30]=2)[CH2:27][CH2:28]1)=[O:22]. (6) The product is: [Br:14][C:15]1[CH:21]=[CH:20][C:18]([NH:19][C:2]2[N:13]=[CH:12][CH:11]=[CH:10][C:3]=2[C:4]([NH:6][CH2:7][C:8]#[CH:9])=[O:5])=[CH:17][CH:16]=1. Given the reactants Cl[C:2]1[N:13]=[CH:12][CH:11]=[CH:10][C:3]=1[C:4]([NH:6][CH2:7][C:8]#[CH:9])=[O:5].[Br:14][C:15]1[CH:21]=[CH:20][C:18]([NH2:19])=[CH:17][CH:16]=1, predict the reaction product.